This data is from Full USPTO retrosynthesis dataset with 1.9M reactions from patents (1976-2016). The task is: Predict the reactants needed to synthesize the given product. (1) Given the product [NH2:1][C:4]1[CH:5]=[CH:6][C:7]2[O:11][CH2:10][C:9](=[O:12])[C:8]=2[CH:13]=1, predict the reactants needed to synthesize it. The reactants are: [N+:1]([C:4]1[CH:5]=[CH:6][C:7]2[O:11][CH2:10][C:9](=[O:12])[C:8]=2[CH:13]=1)([O-])=O. (2) The reactants are: Br[C:2]1[CH:3]=[C:4]([O:17][CH2:18][C:19]2[C:24]([F:25])=[CH:23][CH:22]=[CH:21][C:20]=2[F:26])[C:5]2[N:6]([C:8]([C:12]([O:14][CH2:15][CH3:16])=[O:13])=[C:9]([CH3:11])[N:10]=2)[CH:7]=1.[CH:27]([B-](F)(F)F)=[CH2:28].[K+].C(N(CC)CC)C.C(OCC)(=O)C. Given the product [F:26][C:20]1[CH:21]=[CH:22][CH:23]=[C:24]([F:25])[C:19]=1[CH2:18][O:17][C:4]1[C:5]2[N:6]([C:8]([C:12]([O:14][CH2:15][CH3:16])=[O:13])=[C:9]([CH3:11])[N:10]=2)[CH:7]=[C:2]([CH:27]=[CH2:28])[CH:3]=1, predict the reactants needed to synthesize it. (3) Given the product [CH2:7]([NH:9][C:10](=[O:20])[CH:11]([C:13]1[CH:18]=[CH:17][C:16]([C:6]#[C:5][Si:2]([CH3:4])([CH3:3])[CH3:1])=[CH:15][CH:14]=1)[CH3:12])[CH3:8], predict the reactants needed to synthesize it. The reactants are: [CH3:1][Si:2]([C:5]#[CH:6])([CH3:4])[CH3:3].[CH2:7]([NH:9][C:10](=[O:20])[CH:11]([C:13]1[CH:18]=[CH:17][C:16](I)=[CH:15][CH:14]=1)[CH3:12])[CH3:8].CCOC(C)=O. (4) The reactants are: [NH:1]([C:3]([C:5]1[N:6]=[CH:7][C:8]([C:11]([O:13][CH2:14][CH3:15])=[O:12])=[N:9][CH:10]=1)=[O:4])[NH2:2].[N:16]([O-])=O.[Na+].O.Cl. Given the product [N:1]([C:3]([C:5]1[N:6]=[CH:7][C:8]([C:11]([O:13][CH2:14][CH3:15])=[O:12])=[N:9][CH:10]=1)=[O:4])=[N+:2]=[N-:16], predict the reactants needed to synthesize it. (5) Given the product [F:11][C:12]1[CH:13]=[CH:14][CH:15]=[C:16]([O:10][CH2:9][C:3]2[C:4]([CH3:8])([CH3:7])[CH2:5][CH2:6][C:2]=2[CH3:1])[CH:17]=1, predict the reactants needed to synthesize it. The reactants are: [CH3:1][C:2]1[CH2:6][CH2:5][C:4]([CH3:8])([CH3:7])[C:3]=1[CH2:9][OH:10].[F:11][C:12]1[CH:13]=[C:14](O)[CH:15]=[CH:16][CH:17]=1.C1(P(C2C=CC=CC=2)C2C=CC=CC=2)C=CC=CC=1.N(C(OCC)=O)=NC(OCC)=O. (6) Given the product [C:1]([N:17]1[CH2:18][CH:20]1[CH3:21])(=[O:8])[CH2:2][CH2:3][CH2:4][CH2:5][CH3:6], predict the reactants needed to synthesize it. The reactants are: [C:1]([OH:8])(=O)[CH2:2][CH2:3][CH2:4][CH2:5][CH3:6].C(Cl)(=O)C(Cl)=O.C([N:17]([CH2:20][CH3:21])[CH2:18]C)C.CC1CN1.